The task is: Predict the product of the given reaction.. This data is from Forward reaction prediction with 1.9M reactions from USPTO patents (1976-2016). (1) Given the reactants [N+:1]([C:4]1[CH:5]=[CH:6][C:7]2[O:12][C@@:11]([CH3:18])([CH:13]([O:16][CH3:17])[O:14][CH3:15])[C@H:10]3[O:19][C@H:9]3[C:8]=2[CH:20]=1)([O-:3])=[O:2].[Cl:21][C:22]1[CH:27]=[CH:26][C:25]([NH:28][CH2:29][C:30]2[NH:31][CH:32]=[CH:33][N:34]=2)=[CH:24][CH:23]=1, predict the reaction product. The product is: [N+:1]([C:4]1[CH:5]=[CH:6][C:7]2[O:12][C@@:11]([CH3:18])([CH:13]([O:16][CH3:17])[O:14][CH3:15])[C@@H:10]([OH:19])[C@H:9]([N:28]([C:25]3[CH:26]=[CH:27][C:22]([Cl:21])=[CH:23][CH:24]=3)[CH2:29][C:30]3[NH:31][CH:32]=[CH:33][N:34]=3)[C:8]=2[CH:20]=1)([O-:3])=[O:2]. (2) Given the reactants [F:1][C:2]1[CH:3]=[C:4]([CH:6]=[CH:7][C:8]=1[F:9])[NH2:5].[CH3:10][C:11]([O:14][C:15](O[C:15]([O:14][C:11]([CH3:13])([CH3:12])[CH3:10])=[O:16])=[O:16])([CH3:13])[CH3:12], predict the reaction product. The product is: [F:1][C:2]1[CH:3]=[C:4]([NH:5][C:15](=[O:16])[O:14][C:11]([CH3:13])([CH3:12])[CH3:10])[CH:6]=[CH:7][C:8]=1[F:9]. (3) The product is: [N:1]1([C:8]2[CH:17]=[C:16]([C:18]([NH:20][CH2:21][C@H:22]3[CH2:23][CH2:24][C@H:25]([CH2:28][NH:29][C:30](=[O:36])[O:31][C:32]([CH3:34])([CH3:33])[CH3:35])[CH2:26][CH2:27]3)=[O:19])[C:15]3[C:10](=[CH:11][CH:12]=[CH:13][CH:14]=3)[N:9]=2)[CH2:6][CH2:5][NH:4][CH2:3][CH2:2]1. Given the reactants [NH:1]1[CH2:6][CH2:5][NH:4][CH2:3][CH2:2]1.Cl[C:8]1[CH:17]=[C:16]([C:18]([NH:20][CH2:21][C@H:22]2[CH2:27][CH2:26][C@H:25]([CH2:28][NH:29][C:30](=[O:36])[O:31][C:32]([CH3:35])([CH3:34])[CH3:33])[CH2:24][CH2:23]2)=[O:19])[C:15]2[C:10](=[CH:11][CH:12]=[CH:13][CH:14]=2)[N:9]=1, predict the reaction product. (4) Given the reactants C(OC([NH:8][CH2:9][CH2:10][CH2:11][CH2:12][CH2:13][CH2:14][O:15][C:16]1[C:39]([O:40][CH3:41])=[CH:38][C:19]2[C:20]3[N:25]([CH:26]([C:28]([CH3:31])([CH3:30])[CH3:29])[CH2:27][C:18]=2[CH:17]=1)[CH:24]=[C:23]([C:32]([O:34]CC)=[O:33])[C:22](=[O:37])[CH:21]=3)=O)(C)(C)C.O[Li].O.Cl.C([O-])(O)=O.[Na+], predict the reaction product. The product is: [NH2:8][CH2:9][CH2:10][CH2:11][CH2:12][CH2:13][CH2:14][O:15][C:16]1[C:39]([O:40][CH3:41])=[CH:38][C:19]2[C:20]3[N:25]([CH:26]([C:28]([CH3:29])([CH3:30])[CH3:31])[CH2:27][C:18]=2[CH:17]=1)[CH:24]=[C:23]([C:32]([OH:34])=[O:33])[C:22](=[O:37])[CH:21]=3. (5) Given the reactants [Cl:1][C:2]1[N:7]=[C:6](Cl)[CH:5]=[CH:4][N:3]=1.[CH3:9][C:10]1[NH:11][CH:12]=[CH:13][CH:14]=1.[H-].[Na+].C(OCC)(=O)C, predict the reaction product. The product is: [Cl:1][C:2]1[N:7]=[C:6]([N:11]2[CH:12]=[CH:13][CH:14]=[C:10]2[CH3:9])[CH:5]=[CH:4][N:3]=1.